Dataset: CYP1A2 inhibition data for predicting drug metabolism from PubChem BioAssay. Task: Regression/Classification. Given a drug SMILES string, predict its absorption, distribution, metabolism, or excretion properties. Task type varies by dataset: regression for continuous measurements (e.g., permeability, clearance, half-life) or binary classification for categorical outcomes (e.g., BBB penetration, CYP inhibition). Dataset: cyp1a2_veith. (1) The drug is CCC1(C)Cc2c(sc3nnn(CC(=O)Nc4ccc(C)cc4)c(=O)c23)CO1. The result is 1 (inhibitor). (2) The compound is O=c1[nH]ncc2c3ccccc3n(Cc3ccccc3)c12. The result is 1 (inhibitor).